This data is from Reaction yield outcomes from USPTO patents with 853,638 reactions. The task is: Predict the reaction yield, written as a fraction of the theoretical maximum amount of product (1.0 means a 100% yield; for example, 0.34 means a 34% yield). (1) The yield is 0.470. The catalyst is C1C=CC(P(C2C=CC=CC=2)[C-]2C=CC=C2)=CC=1.C1C=CC(P(C2C=CC=CC=2)[C-]2C=CC=C2)=CC=1.Cl[Pd]Cl.[Fe+2].COCCOC.CCO.O. The reactants are Br[C:2]1[CH:7]=[C:6]([C:8]2([C:19]3[CH:24]=[CH:23][N:22]=[C:21]([CH:25]4[CH2:27][CH2:26]4)[CH:20]=3)[C:16]3[C:11](=[C:12]([F:17])[CH:13]=[CH:14][CH:15]=3)[C:10]([NH2:18])=[N:9]2)[CH:5]=[CH:4][N:3]=1.[N:28]1[CH:33]=[C:32](B(O)O)[CH:31]=[N:30][CH:29]=1.C(=O)([O-])[O-].[Cs+].[Cs+]. The product is [CH:25]1([C:21]2[CH:20]=[C:19]([C:8]3([C:6]4[CH:5]=[CH:4][N:3]=[C:2]([C:32]5[CH:33]=[N:28][CH:29]=[N:30][CH:31]=5)[CH:7]=4)[C:16]4[C:11](=[C:12]([F:17])[CH:13]=[CH:14][CH:15]=4)[C:10]([NH2:18])=[N:9]3)[CH:24]=[CH:23][N:22]=2)[CH2:27][CH2:26]1. (2) The reactants are [NH2:1][C:2]1[C:3]([C:13]([OH:15])=[O:14])=[CH:4][C:5]2[O:11][CH2:10][CH2:9][CH2:8][O:7][C:6]=2[CH:12]=1.[CH:16](=O)[CH:17]([CH3:19])[CH3:18].C(O)(=O)C.C(O[BH-](OC(=O)C)OC(=O)C)(=O)C.[Na+]. The catalyst is ClCCCl.C(Cl)Cl. The product is [CH2:16]([NH:1][C:2]1[C:3]([C:13]([OH:15])=[O:14])=[CH:4][C:5]2[O:11][CH2:10][CH2:9][CH2:8][O:7][C:6]=2[CH:12]=1)[CH:17]([CH3:19])[CH3:18]. The yield is 1.00. (3) The catalyst is C(O)C. The yield is 0.700. The reactants are [NH:1]1[C:9]2[C:4](=[CH:5][CH:6]=[CH:7][CH:8]=2)[C:3](/[CH:10]=[CH:11]/[C:12]2[CH:30]=[CH:29][C:15]([C:16]([N:18]3[CH2:23][CH2:22][CH:21]([C:24]([O:26]CC)=[O:25])[CH2:20][CH2:19]3)=[O:17])=[CH:14][CH:13]=2)=[N:2]1.[OH-].[Na+].Cl. The product is [NH:1]1[C:9]2[C:4](=[CH:5][CH:6]=[CH:7][CH:8]=2)[C:3](/[CH:10]=[CH:11]/[C:12]2[CH:13]=[CH:14][C:15]([C:16]([N:18]3[CH2:19][CH2:20][CH:21]([C:24]([OH:26])=[O:25])[CH2:22][CH2:23]3)=[O:17])=[CH:29][CH:30]=2)=[N:2]1. (4) The reactants are [C:1]([CH:4]1[CH2:9][CH2:8][N:7]([C:10]([O:12][C:13]([CH3:16])([CH3:15])[CH3:14])=[O:11])[CH2:6][CH2:5]1)(=[O:3])[CH3:2].[C:17](=O)([O:21]CC)[O:18][CH2:19][CH3:20]. No catalyst specified. The product is [CH2:19]([O:18][C:17](=[O:21])[CH2:2][C:1]([CH:4]1[CH2:5][CH2:6][N:7]([C:10]([O:12][C:13]([CH3:16])([CH3:15])[CH3:14])=[O:11])[CH2:8][CH2:9]1)=[O:3])[CH3:20]. The yield is 0.410.